From a dataset of Forward reaction prediction with 1.9M reactions from USPTO patents (1976-2016). Predict the product of the given reaction. (1) Given the reactants [CH3:1][O:2][C:3](=[O:13])[C:4]1[CH:9]=[C:8]([O:10][CH3:11])[CH:7]=[C:6]([OH:12])[CH:5]=1.[C:14]([O-])([O-])=O.[K+].[K+].[CH3:20][O:21][CH2:22][CH2:23]COS(C1C=CC(C)=CC=1)(=O)=O.C(OCC)(=O)C, predict the reaction product. The product is: [CH3:1][O:2][C:3](=[O:13])[C:4]1[CH:9]=[C:8]([O:10][CH2:11][CH2:23][CH2:22][O:21][CH3:20])[CH:7]=[C:6]([O:12][CH3:14])[CH:5]=1. (2) Given the reactants [CH3:1][C:2]1[N:3]=[CH:4][C:5]([NH2:8])=[N:6][CH:7]=1.[C:9](Cl)(=[O:11])[CH3:10], predict the reaction product. The product is: [CH3:1][C:2]1[N:3]=[CH:4][C:5]([NH:8][C:9](=[O:11])[CH3:10])=[N:6][CH:7]=1. (3) Given the reactants [CH3:1][O:2][C:3](=[O:22])[NH:4][C:5]1[CH:10]=[C:9]([N+:11]([O-])=O)[C:8]([Cl:14])=[C:7]([C:15]2[CH2:16][CH2:17][N:18]([CH3:21])[CH2:19][CH:20]=2)[CH:6]=1, predict the reaction product. The product is: [CH3:1][O:2][C:3](=[O:22])[NH:4][C:5]1[CH:6]=[C:7]([CH:15]2[CH2:16][CH2:17][N:18]([CH3:21])[CH2:19][CH2:20]2)[C:8]([Cl:14])=[C:9]([NH2:11])[CH:10]=1. (4) Given the reactants [CH3:1][C:2]1[CH:8]=[CH:7][CH:6]=[C:5]([N+:9]([O-])=O)[C:3]=1[NH2:4], predict the reaction product. The product is: [CH3:1][C:2]1[C:3]([NH2:4])=[C:5]([NH2:9])[CH:6]=[CH:7][CH:8]=1. (5) Given the reactants [OH:1][C:2]1[C:7]([NH:8][C:9](=[O:20])[C:10]2[CH:15]=[C:14]([CH3:16])[C:13]([O:17][CH3:18])=[C:12]([CH3:19])[CH:11]=2)=[C:6]([OH:21])[N:5]=[C:4]([S-:22])[N:3]=1.[Na+].[OH-].[Na+].I[CH3:27].Cl, predict the reaction product. The product is: [OH:21][C:6]1[C:7]([NH:8][C:9](=[O:20])[C:10]2[CH:11]=[C:12]([CH3:19])[C:13]([O:17][CH3:18])=[C:14]([CH3:16])[CH:15]=2)=[C:2]([OH:1])[N:3]=[C:4]([S:22][CH3:27])[N:5]=1. (6) Given the reactants Br[C:2]1[CH:3]=[C:4]([N+:16]([O-:18])=[O:17])[C:5]([NH2:15])=[N:6][C:7]=1[C:8]1[CH:13]=[CH:12][CH:11]=[CH:10][C:9]=1[F:14].[F:19][C:20]1[CH:21]=[N:22][CH:23]=[C:24]([F:39])[C:25]=1[Sn](CCCC)(CCCC)CCCC, predict the reaction product. The product is: [F:19][C:20]1[CH:21]=[N:22][CH:23]=[C:24]([F:39])[C:25]=1[C:2]1[C:7]([C:8]2[CH:13]=[CH:12][CH:11]=[CH:10][C:9]=2[F:14])=[N:6][C:5]([NH2:15])=[C:4]([N+:16]([O-:18])=[O:17])[CH:3]=1. (7) Given the reactants [C:1]([C:3]1[CH:4]=[C:5]([CH:9]=[C:10]([C:12]2[CH:17]=[CH:16][CH:15]=[C:14]([F:18])[CH:13]=2)[CH:11]=1)[C:6]([OH:8])=O)#[N:2].[NH2:19][C:20]1[C:21]([F:28])=[C:22]([OH:27])[CH:23]=[CH:24][C:25]=1[F:26].C([O-])(O)=O.[Na+], predict the reaction product. The product is: [C:1]([C:3]1[CH:4]=[C:5]([CH:9]=[C:10]([C:12]2[CH:17]=[CH:16][CH:15]=[C:14]([F:18])[CH:13]=2)[CH:11]=1)[C:6]([NH:19][C:20]1[C:25]([F:26])=[CH:24][CH:23]=[C:22]([OH:27])[C:21]=1[F:28])=[O:8])#[N:2]. (8) Given the reactants [NH2:1][C:2]1[S:3][C:4]2[C:10]([N:11]3[CH2:16][CH2:15][O:14][CH2:13][CH2:12]3)=[CH:9][CH:8]=[C:7]([O:17][CH3:18])[C:5]=2[N:6]=1.[C:19](Cl)(Cl)=[O:20].[CH3:23][NH:24][CH2:25][C:26]1[CH:27]=[N:28][C:29]([CH3:32])=[CH:30][CH:31]=1, predict the reaction product. The product is: [CH3:18][O:17][C:7]1[C:5]2[N:6]=[C:2]([NH:1][C:19](=[O:20])[N:24]([CH3:23])[CH2:25][C:26]3[CH:27]=[N:28][C:29]([CH3:32])=[CH:30][CH:31]=3)[S:3][C:4]=2[C:10]([N:11]2[CH2:16][CH2:15][O:14][CH2:13][CH2:12]2)=[CH:9][CH:8]=1. (9) The product is: [NH:28]1[C:29]2[CH:35]=[CH:34][CH:33]=[CH:32][C:30]=2[N:31]=[C:27]1[O:1][C:2]1[CH:3]=[C:4]([N:8]2[CH:13]=[CH:12][C:11](=[O:14])[C:10]([C:15]3[N:19]([C:20]4[CH:21]=[CH:22][CH:23]=[CH:24][CH:25]=4)[N:18]=[CH:17][CH:16]=3)=[N:9]2)[CH:5]=[CH:6][CH:7]=1. Given the reactants [OH:1][C:2]1[CH:3]=[C:4]([N:8]2[CH:13]=[CH:12][C:11](=[O:14])[C:10]([C:15]3[N:19]([C:20]4[CH:25]=[CH:24][CH:23]=[CH:22][CH:21]=4)[N:18]=[CH:17][CH:16]=3)=[N:9]2)[CH:5]=[CH:6][CH:7]=1.Cl[C:27]1[NH:28][C:29]2[CH:35]=[CH:34][CH:33]=[CH:32][C:30]=2[N:31]=1, predict the reaction product. (10) Given the reactants [NH2:1][C:2]1[CH:11]=[CH:10][CH:9]=[C:8]2[C:3]=1[C:4](=[O:23])[N:5]([C:13]1[CH:18]=[CH:17][CH:16]=[C:15]([C:19]([F:22])([F:21])[F:20])[CH:14]=1)[C:6]([CH3:12])=[N:7]2.CC1(C)[O:29][CH:28]([CH2:30][O:31][C:32]2[N:37]=[C:36]([C:38](O)=[O:39])[CH:35]=[CH:34][CH:33]=2)[CH2:27][O:26]1.CN(C(ON1N=NC2C=CC=NC1=2)=[N+](C)C)C.F[P-](F)(F)(F)(F)F.CCN(C(C)C)C(C)C, predict the reaction product. The product is: [OH:29][CH:28]([CH2:27][OH:26])[CH2:30][O:31][C:32]1[N:37]=[C:36]([C:38]([NH:1][C:2]2[CH:11]=[CH:10][CH:9]=[C:8]3[C:3]=2[C:4](=[O:23])[N:5]([C:13]2[CH:18]=[CH:17][CH:16]=[C:15]([C:19]([F:22])([F:21])[F:20])[CH:14]=2)[C:6]([CH3:12])=[N:7]3)=[O:39])[CH:35]=[CH:34][CH:33]=1.